Dataset: Forward reaction prediction with 1.9M reactions from USPTO patents (1976-2016). Task: Predict the product of the given reaction. (1) Given the reactants [I:1][C:2]1[C:10]2[CH2:9][CH2:8][C:7]([CH3:12])([CH3:11])[CH2:6][C:5]=2[NH:4][N:3]=1.[CH3:13]C([O-])(C)C.[K+].IC, predict the reaction product. The product is: [I:1][C:2]1[C:10]2[CH2:9][CH2:8][C:7]([CH3:12])([CH3:11])[CH2:6][C:5]=2[N:4]([CH3:13])[N:3]=1. (2) Given the reactants [OH:1][C:2]1[CH:3]=[C:4]([NH:8][C:9](=[O:11])[CH3:10])[CH:5]=[CH:6][CH:7]=1.O[CH:13]1[CH2:18][CH2:17][N:16]([CH3:19])[CH2:15][CH2:14]1.C1(P(C2C=CC=CC=2)C2C=CC=CC=2)C=CC=CC=1, predict the reaction product. The product is: [CH3:19][N:16]1[CH2:17][CH2:18][CH:13]([O:1][C:2]2[CH:3]=[C:4]([NH:8][C:9](=[O:11])[CH3:10])[CH:5]=[CH:6][CH:7]=2)[CH2:14][CH2:15]1. (3) Given the reactants CC1(C)C(C)(C)OB([C:9]2[CH:10]=[C:11]3[C:16](=[C:17]([O:19][CH2:20][O:21][CH2:22][CH2:23][Si:24]([CH3:27])([CH3:26])[CH3:25])[CH:18]=2)[N:15]=[CH:14][N:13]([CH2:28][O:29][CH2:30][CH2:31][Si:32]([CH3:35])([CH3:34])[CH3:33])[C:12]3=[O:36])O1.Br[C:39]1[CH:40]=[CH:41][C:42]([NH:48][C:49](=[O:54])[C:50]([CH3:53])([CH3:52])[CH3:51])=[N:43][C:44]=1[CH2:45][O:46][CH3:47].C(=O)([O-])[O-].[K+].[K+], predict the reaction product. The product is: [CH3:47][O:46][CH2:45][C:44]1[N:43]=[C:42]([NH:48][C:49](=[O:54])[C:50]([CH3:52])([CH3:51])[CH3:53])[CH:41]=[CH:40][C:39]=1[C:9]1[CH:10]=[C:11]2[C:16](=[C:17]([O:19][CH2:20][O:21][CH2:22][CH2:23][Si:24]([CH3:27])([CH3:25])[CH3:26])[CH:18]=1)[N:15]=[CH:14][N:13]([CH2:28][O:29][CH2:30][CH2:31][Si:32]([CH3:33])([CH3:34])[CH3:35])[C:12]2=[O:36]. (4) Given the reactants [C:1]12([CH2:11][NH:12][C:13](=[O:22])[C:14]3[C:19]([Cl:20])=[CH:18][N:17]=[C:16](Br)[CH:15]=3)[CH2:10][CH:5]3[CH2:6][CH:7]([CH2:9][CH:3]([CH2:4]3)[CH2:2]1)[CH2:8]2.[Si:23]([O:30][CH2:31][CH2:32][N:33]([CH2:41][C:42]#[CH:43])[C:34](=[O:40])[O:35][C:36]([CH3:39])([CH3:38])[CH3:37])([C:26]([CH3:29])([CH3:28])[CH3:27])([CH3:25])[CH3:24].C(N(CC)CC)C, predict the reaction product. The product is: [C:1]12([CH2:11][NH:12][C:13]([C:14]3[C:19]([Cl:20])=[CH:18][N:17]=[C:16]([C:43]#[C:42][CH2:41][N:33]([CH2:32][CH2:31][O:30][Si:23]([C:26]([CH3:29])([CH3:28])[CH3:27])([CH3:24])[CH3:25])[C:34](=[O:40])[O:35][C:36]([CH3:39])([CH3:37])[CH3:38])[CH:15]=3)=[O:22])[CH2:10][CH:5]3[CH2:6][CH:7]([CH2:9][CH:3]([CH2:4]3)[CH2:2]1)[CH2:8]2. (5) Given the reactants [NH2:1][C:2]1[CH:12]=[CH:11][C:5]([C:6]([O:8][CH2:9][CH3:10])=[O:7])=[CH:4][CH:3]=1.[C:13](OC(=O)C)(=[O:15])[CH3:14].O, predict the reaction product. The product is: [C:13]([NH:1][C:2]1[CH:3]=[CH:4][C:5]([C:6]([O:8][CH2:9][CH3:10])=[O:7])=[CH:11][CH:12]=1)(=[O:15])[CH3:14]. (6) The product is: [CH3:15][O:14][C:6]1[C:7]([C:17]#[C:16][C:18]2[N:22]([CH3:23])[CH:21]=[N:20][CH:19]=2)=[CH:8][CH:9]=[C:10]([O:11][CH3:12])[C:5]=1[O:4][C:1](=[O:3])[CH3:2]. Given the reactants [C:1]([O:4][C:5]1[C:6]([O:14][CH3:15])=[C:7](I)[CH:8]=[CH:9][C:10]=1[O:11][CH3:12])(=[O:3])[CH3:2].[C:16]([C:18]1[N:22]([CH3:23])[CH:21]=[N:20][CH:19]=1)#[CH:17], predict the reaction product. (7) Given the reactants [C:1]([O:5][C:6](=[O:33])[C@@H:7]([N:15]1[CH:20]=[CH:19][CH:18]=[C:17]([NH:21]C(OCC2C=CC=CC=2)=O)[C:16]1=[O:32])[CH2:8][C:9]1[CH:14]=[CH:13][CH:12]=[CH:11][CH:10]=1)([CH3:4])([CH3:3])[CH3:2], predict the reaction product. The product is: [C:1]([O:5][C:6](=[O:33])[C@@H:7]([N:15]1[CH:20]=[CH:19][CH:18]=[C:17]([NH2:21])[C:16]1=[O:32])[CH2:8][C:9]1[CH:14]=[CH:13][CH:12]=[CH:11][CH:10]=1)([CH3:4])([CH3:2])[CH3:3]. (8) The product is: [C:15]([N:8]1[C:9]2[C:5](=[CH:4][C:3]([C:2]([F:1])([F:13])[F:14])=[CH:11][CH:10]=2)[CH2:6][C:7]1=[O:12])(=[O:17])[CH3:16]. Given the reactants [F:1][C:2]([F:14])([F:13])[C:3]1[CH:11]=[CH:10][C:9]2[C:5](=[CH:6][C:7](=[O:12])[N:8]=2)[CH:4]=1.[C:15](OC(=O)C)(=[O:17])[CH3:16], predict the reaction product. (9) Given the reactants [CH3:1][O:2][C:3]1[CH:22]=[CH:21][C:6]([CH2:7][C@@H:8]2[C:12]3=[N:13][C:14]4[CH:19]=[CH:18][CH:17]=[CH:16][C:15]=4[N:11]3[C:10](=[O:20])[NH:9]2)=[CH:5][CH:4]=1.Cl.Cl.[N:25]1[CH:30]=[CH:29][C:28]([CH:31]([NH2:33])[CH3:32])=[N:27][CH:26]=1.C(O)(C(F)(F)F)=O, predict the reaction product. The product is: [NH:11]1[C:15]2[CH:16]=[CH:17][CH:18]=[CH:19][C:14]=2[N:13]=[C:12]1[C@H:8]([NH:9][C:10]([NH:33][CH:31]([C:28]1[CH:29]=[CH:30][N:25]=[CH:26][N:27]=1)[CH3:32])=[O:20])[CH2:7][C:6]1[CH:21]=[CH:22][C:3]([O:2][CH3:1])=[CH:4][CH:5]=1. (10) Given the reactants C[O:2][C:3](=[O:25])[C:4]1[C:5](=[C:10]([NH:14][C:15]2[CH:20]=[CH:19][C:18]([C:21]([CH3:24])([CH3:23])[CH3:22])=[CH:17][CH:16]=2)[CH:11]=[CH:12][CH:13]=1)[C:6]([O:8]C)=[O:7].[OH-].[Na+], predict the reaction product. The product is: [C:21]([C:18]1[CH:17]=[CH:16][C:15]([NH:14][C:10]2[CH:11]=[CH:12][CH:13]=[C:4]([C:3]([OH:25])=[O:2])[C:5]=2[C:6]([OH:8])=[O:7])=[CH:20][CH:19]=1)([CH3:24])([CH3:22])[CH3:23].